Dataset: Retrosynthesis with 50K atom-mapped reactions and 10 reaction types from USPTO. Task: Predict the reactants needed to synthesize the given product. Given the product COC(=O)C(Oc1ccc(Oc2ccccc2)cc1)c1ccc(OCC(C)Oc2ccc(C(F)(F)F)cc2)cc1, predict the reactants needed to synthesize it. The reactants are: COC(=O)C(Br)c1ccc(OCC(C)Oc2ccc(C(F)(F)F)cc2)cc1.Oc1ccc(Oc2ccccc2)cc1.